This data is from Reaction yield outcomes from USPTO patents with 853,638 reactions. The task is: Predict the reaction yield, written as a fraction of the theoretical maximum amount of product (1.0 means a 100% yield; for example, 0.34 means a 34% yield). The reactants are [NH2:1][C:2]1[N:7]=[CH:6][CH:5]=[CH:4][N:3]=1.[CH3:8][O:9][C:10]1[CH:17]=[CH:16][C:13]([CH:14]=O)=[CH:12][CH:11]=1.C(O[BH-](OC(=O)C)OC(=O)C)(=O)C.[Na+]. The catalyst is C(Cl)Cl.CC(C)[O-].CC(C)[O-].CC(C)[O-].[Ti](Cl)(Cl)(Cl)Cl. The product is [CH3:8][O:9][C:10]1[CH:17]=[CH:16][C:13]([CH2:14][NH:1][C:2]2[N:7]=[CH:6][CH:5]=[CH:4][N:3]=2)=[CH:12][CH:11]=1. The yield is 0.520.